Dataset: Reaction yield outcomes from USPTO patents with 853,638 reactions. Task: Predict the reaction yield, written as a fraction of the theoretical maximum amount of product (1.0 means a 100% yield; for example, 0.34 means a 34% yield). (1) The reactants are BrC[CH2:3][CH2:4][CH2:5][C:6]([CH3:21])([C:15]1C=CC=CC=1)[CH2:7][O:8][CH:9]1[CH2:14][CH2:13][CH2:12][CH2:11][O:10]1.[Br:22]CCCC(C)(C)CO.O1C=CCCC1. The catalyst is C(Cl)Cl.O.C1(C)C=CC(S(O)(=O)=O)=CC=1. The product is [Br:22][CH2:3][CH2:4][CH2:5][C:6]([CH3:21])([CH3:15])[CH2:7][O:8][CH:9]1[CH2:14][CH2:13][CH2:12][CH2:11][O:10]1. The yield is 0.900. (2) The reactants are C(N)(=O)C.[CH3:5][N:6]1[C:11]2=[CH:12][N:13]([C:21]3[CH:26]=[CH:25][CH:24]=[CH:23][C:22]=3[NH:27]C(=O)C)[C:14]([C:15]3[CH:20]=[CH:19][CH:18]=[CH:17][CH:16]=3)=[C:10]2[C:9](=[O:31])[N:8]([CH3:32])[C:7]1=[O:33]. The catalyst is Cl. The product is [NH2:27][C:22]1[CH:23]=[CH:24][CH:25]=[CH:26][C:21]=1[N:13]1[C:14]([C:15]2[CH:20]=[CH:19][CH:18]=[CH:17][CH:16]=2)=[C:10]2[C:11]([N:6]([CH3:5])[C:7](=[O:33])[N:8]([CH3:32])[C:9]2=[O:31])=[CH:12]1. The yield is 0.670.